From a dataset of Catalyst prediction with 721,799 reactions and 888 catalyst types from USPTO. Predict which catalyst facilitates the given reaction. (1) Reactant: CCN(C(C)C)C(C)C.[OH:10][C:11]1[CH:12]=[CH:13][CH:14]=[C:15]2[C:20]=1[O:19][C:18](=[O:21])[C:17]([C:22]([OH:24])=O)=[CH:16]2.CN(C(ON1N=NC2C=CC=NC1=2)=[N+](C)C)C.F[P-](F)(F)(F)(F)F.[CH3:49][O:50][C:51]1[C:56]([C:57]2[CH:58]=[C:59]([NH2:63])[CH:60]=[CH:61][CH:62]=2)=[CH:55][CH:54]=[CH:53][N:52]=1. Product: [CH3:49][O:50][C:51]1[C:56]([C:57]2[CH:58]=[C:59]([NH:63][C:22]([C:17]3[C:18](=[O:21])[O:19][C:20]4[C:15]([CH:16]=3)=[CH:14][CH:13]=[CH:12][C:11]=4[OH:10])=[O:24])[CH:60]=[CH:61][CH:62]=2)=[CH:55][CH:54]=[CH:53][N:52]=1. The catalyst class is: 3. (2) Reactant: C(Cl)(=O)C(Cl)=O.[CH3:7][N:8]([CH:10]=[O:11])C.[Cl:12][C:13]1[S:17][C:16]([C:18]2[N:19]=[C:20]([N:27]3[C:35]4[C:30](=[CH:31][CH:32]=[C:33]([O:36][CH2:37]C(O)=O)[CH:34]=4)[CH2:29][CH2:28]3)[C:21]3[CH2:26][CH2:25][CH2:24][C:22]=3[N:23]=2)=[CH:15][CH:14]=1.CNC. Product: [Cl:12][C:13]1[S:17][C:16]([C:18]2[N:19]=[C:20]([N:27]3[C:35]4[C:30](=[CH:31][CH:32]=[C:33]([O:36][CH2:37][C:10]([NH:8][CH3:7])=[O:11])[CH:34]=4)[CH2:29][CH2:28]3)[C:21]3[CH2:26][CH2:25][CH2:24][C:22]=3[N:23]=2)=[CH:15][CH:14]=1. The catalyst class is: 4.